Dataset: Catalyst prediction with 721,799 reactions and 888 catalyst types from USPTO. Task: Predict which catalyst facilitates the given reaction. (1) Reactant: [F:1][C:2]1[CH:3]=[C:4]([CH2:8][N:9]2[C:14](=[O:15])[CH2:13][C:12](=[O:16])[C@@H:11]3[CH2:17][CH2:18][CH2:19][N:10]23)[CH:5]=[CH:6][CH:7]=1.[N:20]([C:23]1[CH:27]=[C:26]([CH3:28])[O:25][C:24]=1[C:29]([F:32])([F:31])[F:30])=[C:21]=[O:22].[H-].[Na+].Cl. Product: [F:1][C:2]1[CH:3]=[C:4]([CH2:8][N:9]2[C:14](=[O:15])[C:13]([C:21]([NH:20][C:23]3[CH:27]=[C:26]([CH3:28])[O:25][C:24]=3[C:29]([F:31])([F:32])[F:30])=[O:22])=[C:12]([OH:16])[C@@H:11]3[CH2:17][CH2:18][CH2:19][N:10]23)[CH:5]=[CH:6][CH:7]=1. The catalyst class is: 9. (2) Reactant: Cl[C:2]1[CH:9]=[CH:8][C:5]([C:6]#[N:7])=[CH:4][N:3]=1.C(=O)([O-])[O-].[K+].[K+].[NH2:16][CH2:17][C:18]([NH2:21])([CH3:20])[CH3:19]. Product: [NH2:21][C:18]([CH3:20])([CH3:19])[CH2:17][NH:16][C:2]1[CH:9]=[CH:8][C:5]([C:6]#[N:7])=[CH:4][N:3]=1. The catalyst class is: 12. (3) Reactant: [F:1][C:2]([F:18])([F:17])[C:3]([NH:6][S:7]([C:10]1[CH:15]=[CH:14][C:13](Br)=[CH:12][N:11]=1)(=[O:9])=[O:8])([CH3:5])[CH3:4].[CH3:19][C:20]1([CH3:36])[C:24]([CH3:26])([CH3:25])[O:23][B:22]([B:22]2[O:23][C:24]([CH3:26])([CH3:25])[C:20]([CH3:36])([CH3:19])[O:21]2)[O:21]1.C([O-])(=O)C.[K+]. Product: [F:1][C:2]([F:18])([F:17])[C:3]([NH:6][S:7]([C:10]1[CH:15]=[CH:14][C:13]([B:22]2[O:23][C:24]([CH3:26])([CH3:25])[C:20]([CH3:36])([CH3:19])[O:21]2)=[CH:12][N:11]=1)(=[O:9])=[O:8])([CH3:5])[CH3:4]. The catalyst class is: 155. (4) Reactant: Cl[C:2]1[N:7]=[CH:6][C:5]([C:8]([OH:10])=[O:9])=[CH:4][N:3]=1.[CH3:11][Si](C=[N+]=[N-])(C)C.[CH3:18][N:19]1[CH2:24][CH2:23][NH:22][CH2:21][CH2:20]1.C(N(CC)CC)C. Product: [CH3:18][N:19]1[CH2:24][CH2:23][N:22]([C:2]2[N:7]=[CH:6][C:5]([C:8]([O:10][CH3:11])=[O:9])=[CH:4][N:3]=2)[CH2:21][CH2:20]1. The catalyst class is: 224. (5) Product: [N:1]([CH:4]([CH2:7][NH:8][C:9]([P:11]([O:16][CH2:17][CH3:18])([O:13][CH2:14][CH3:15])=[O:12])=[O:10])[CH2:5][NH:6][S:39]([C:36]1[CH:35]=[CH:34][C:33]([O:26][C:27]2[CH:32]=[CH:31][CH:30]=[CH:29][CH:28]=2)=[CH:38][CH:37]=1)(=[O:41])=[O:40])=[N+:2]=[N-:3]. The catalyst class is: 23. Reactant: [N:1]([CH:4]([CH2:7][NH:8][C:9]([P:11]([O:16][CH2:17][CH3:18])([O:13][CH2:14][CH3:15])=[O:12])=[O:10])[CH2:5][NH2:6])=[N+:2]=[N-:3].C(N(CC)CC)C.[O:26]([C:33]1[CH:38]=[CH:37][C:36]([S:39](Cl)(=[O:41])=[O:40])=[CH:35][CH:34]=1)[C:27]1[CH:32]=[CH:31][CH:30]=[CH:29][CH:28]=1. (6) Reactant: [Br:1][C:2]1[N:7]=[C:6]([C:8]([OH:10])=O)[CH:5]=[CH:4][CH:3]=1.[CH3:11][CH:12]1[CH2:17][CH2:16][NH:15][CH2:14][CH2:13]1.C(N(CC)C(C)C)(C)C.CN(C(ON1N=NC2C=CC=CC1=2)=[N+](C)C)C.F[P-](F)(F)(F)(F)F. Product: [Br:1][C:2]1[N:7]=[C:6]([C:8]([N:15]2[CH2:16][CH2:17][CH:12]([CH3:11])[CH2:13][CH2:14]2)=[O:10])[CH:5]=[CH:4][CH:3]=1. The catalyst class is: 10. (7) Reactant: [C:1]([O:5][C:6]([NH:8][C:9]1[C:17]2[C:12](=[C:13]([F:24])[C:14]([O:21][CH2:22][CH3:23])=[C:15]([N+:18]([O-])=O)[CH:16]=2)[N:11]([C:25]([O:27][C:28]([CH3:31])([CH3:30])[CH3:29])=[O:26])[N:10]=1)=[O:7])([CH3:4])([CH3:3])[CH3:2].[H][H]. Product: [NH2:18][C:15]1[CH:16]=[C:17]2[C:12](=[C:13]([F:24])[C:14]=1[O:21][CH2:22][CH3:23])[N:11]([C:25]([O:27][C:28]([CH3:29])([CH3:30])[CH3:31])=[O:26])[N:10]=[C:9]2[NH:8][C:6]([O:5][C:1]([CH3:2])([CH3:4])[CH3:3])=[O:7]. The catalyst class is: 94. (8) Reactant: CCCCCC.C([Li])CCC.Br[C:13]1[CH:18]=[CH:17][C:16]([O:19][CH2:20][CH3:21])=[CH:15][CH:14]=1.[CH2:22]([O:29][C:30]1[CH:37]=[CH:36][C:33]([CH:34]=[O:35])=[CH:32][C:31]=1[Br:38])[C:23]1[CH:28]=[CH:27][CH:26]=[CH:25][CH:24]=1.[Cl-].[NH4+]. Product: [CH2:22]([O:29][C:30]1[CH:37]=[CH:36][C:33]([CH:34]([C:13]2[CH:18]=[CH:17][C:16]([O:19][CH2:20][CH3:21])=[CH:15][CH:14]=2)[OH:35])=[CH:32][C:31]=1[Br:38])[C:23]1[CH:24]=[CH:25][CH:26]=[CH:27][CH:28]=1. The catalyst class is: 7.